From a dataset of Full USPTO retrosynthesis dataset with 1.9M reactions from patents (1976-2016). Predict the reactants needed to synthesize the given product. (1) Given the product [Cl:32][C:7]1[C:8]2[C:25]3[CH2:26][CH2:27][CH2:28][CH2:29][C:24]=3[S:23][C:9]=2[N:10]=[C:11]([CH2:13][O:14][CH2:15][C:16]([O:18][CH2:19][CH2:20][CH2:21][CH3:22])=[O:17])[N:12]=1, predict the reactants needed to synthesize it. The reactants are: CN(C=O)C.O=[C:7]1[NH:12][C:11]([CH2:13][O:14][CH2:15][C:16]([O:18][CH2:19][CH2:20][CH2:21][CH3:22])=[O:17])=[N:10][C:9]2[S:23][C:24]3[CH2:29][CH2:28][CH2:27][CH2:26][C:25]=3[C:8]1=2.S(Cl)([Cl:32])=O. (2) The reactants are: [H-].[Na+].[CH3:3][O:4][C:5](=[O:17])[C:6]1[CH:11]=[C:10](F)[C:9]([N+:13]([O-:15])=[O:14])=[CH:8][C:7]=1[F:16].[CH3:18][OH:19]. Given the product [CH3:3][O:4][C:5](=[O:17])[C:6]1[CH:11]=[C:10]([O:19][CH3:18])[C:9]([N+:13]([O-:15])=[O:14])=[CH:8][C:7]=1[F:16], predict the reactants needed to synthesize it. (3) Given the product [Cl:21][C:22]1[CH:23]=[CH:24][C:25]([O:30][CH2:2][C:3]([N:5]2[CH2:10][C@H:9]([CH3:11])[N:8]([CH2:12][C:13]3[CH:18]=[CH:17][C:16]([F:19])=[CH:15][CH:14]=3)[CH2:7][C@H:6]2[CH3:20])=[O:4])=[C:26]([CH:29]=1)[CH:27]=[O:28], predict the reactants needed to synthesize it. The reactants are: Cl[CH2:2][C:3]([N:5]1[CH2:10][C@H:9]([CH3:11])[N:8]([CH2:12][C:13]2[CH:18]=[CH:17][C:16]([F:19])=[CH:15][CH:14]=2)[CH2:7][C@H:6]1[CH3:20])=[O:4].[Cl:21][C:22]1[CH:29]=[C:26]([CH:27]=[O:28])[C:25]([OH:30])=[CH:24][CH:23]=1.C(=O)([O-])[O-].[K+].[K+].[I-].[K+].